From a dataset of Forward reaction prediction with 1.9M reactions from USPTO patents (1976-2016). Predict the product of the given reaction. (1) Given the reactants [BH4-].[Na+].[C:3]([O:7][C:8]([NH:10][C:11]1[S:15][C:14]([C:16](OCC)=[O:17])=[N:13][CH:12]=1)=[O:9])([CH3:6])([CH3:5])[CH3:4], predict the reaction product. The product is: [OH:17][CH2:16][C:14]1[S:15][C:11]([NH:10][C:8](=[O:9])[O:7][C:3]([CH3:5])([CH3:4])[CH3:6])=[CH:12][N:13]=1. (2) Given the reactants [Cl:1][C:2]1[N:3]=[N:4][C:5]([N:8]2[CH2:13][CH2:12][N:11]([CH:14]3[CH2:17][CH2:16][CH2:15]3)[CH2:10][CH2:9]2)=[CH:6][CH:7]=1.[CH3:18][O:19][C:20]1[CH:25]=[C:24](B2OC(C)(C)C(C)(C)O2)[CH:23]=[CH:22][C:21]=1[NH:35][C:36](=[O:38])[CH3:37], predict the reaction product. The product is: [ClH:1].[ClH:1].[CH:14]1([N:11]2[CH2:12][CH2:13][N:8]([C:5]3[N:4]=[N:3][C:2]([C:24]4[CH:23]=[CH:22][C:21]([NH:35][C:36](=[O:38])[CH3:37])=[C:20]([O:19][CH3:18])[CH:25]=4)=[CH:7][CH:6]=3)[CH2:9][CH2:10]2)[CH2:17][CH2:16][CH2:15]1.